From a dataset of Forward reaction prediction with 1.9M reactions from USPTO patents (1976-2016). Predict the product of the given reaction. (1) Given the reactants C[O:2][C:3]([C:5]1[C:14]([NH:15][C:16]2[CH:21]=[CH:20][C:19]([I:22])=[CH:18][C:17]=2[CH3:23])=[C:13]([F:24])[C:8]2[N:9]=[CH:10][N:11]([CH3:12])[C:7]=2[CH:6]=1)=[O:4].C1COCC1.[OH-].[Na+].Cl, predict the reaction product. The product is: [F:24][C:13]1[C:8]2[N:9]=[CH:10][N:11]([CH3:12])[C:7]=2[CH:6]=[C:5]([C:3]([OH:4])=[O:2])[C:14]=1[NH:15][C:16]1[CH:21]=[CH:20][C:19]([I:22])=[CH:18][C:17]=1[CH3:23]. (2) Given the reactants [C:1]([O:5][C:6]([N:8]1[CH2:11][CH:10]([CH2:12][OH:13])[CH2:9]1)=[O:7])([CH3:4])([CH3:3])[CH3:2].CCN(CC)CC.[CH3:21][S:22](Cl)(=[O:24])=[O:23], predict the reaction product. The product is: [C:1]([O:5][C:6]([N:8]1[CH2:11][CH:10]([CH2:12][O:13][S:22]([CH3:21])(=[O:24])=[O:23])[CH2:9]1)=[O:7])([CH3:4])([CH3:3])[CH3:2]. (3) Given the reactants [C:1]([O:8][CH2:9][C:10]1[CH:15]=[CH:14][CH:13]=[CH:12][CH:11]=1)(=[O:7])[CH2:2][C:3]([O:5][CH3:6])=[O:4].[H-].[Na+].[CH3:18][O:19][C:20]1([C:26]2[CH:27]=[C:28]([CH2:32]Br)[CH:29]=[CH:30][CH:31]=2)[CH2:25][CH2:24][O:23][CH2:22][CH2:21]1, predict the reaction product. The product is: [CH3:18][O:19][C:20]1([C:26]2[CH:27]=[C:28]([CH2:32][CH:2]([C:3]([O:5][CH3:6])=[O:4])[C:1]([O:8][CH2:9][C:10]3[CH:11]=[CH:12][CH:13]=[CH:14][CH:15]=3)=[O:7])[CH:29]=[CH:30][CH:31]=2)[CH2:21][CH2:22][O:23][CH2:24][CH2:25]1. (4) Given the reactants [Si]([O:8][CH:9]([C:22]1[O:23][C:24]([C:27](=[O:32])[C:28]([F:31])([F:30])[F:29])=[CH:25][N:26]=1)[CH2:10][CH2:11][CH2:12][CH2:13][CH2:14][CH2:15][C:16]1[CH:21]=[CH:20][CH:19]=[CH:18][CH:17]=1)(C(C)(C)C)(C)C.[Si](OC(C1OC=CN=1)CCCCCCC1C=CC=CC=1)(C(C)(C)C)(C)C.CN(C)C(=O)C(F)(F)F, predict the reaction product. The product is: [C:16]1([CH2:15][CH2:14][CH2:13][CH2:12][CH2:11][CH2:10][C:9]([C:22]2[O:23][C:24]([C:27](=[O:32])[C:28]([F:31])([F:29])[F:30])=[CH:25][N:26]=2)=[O:8])[CH:21]=[CH:20][CH:19]=[CH:18][CH:17]=1. (5) Given the reactants [OH:1][CH:2]1[CH2:6][CH2:5][CH:4]([C:7](=[O:15])[CH2:8][C:9]2[CH:14]=[CH:13][CH:12]=[CH:11][CH:10]=2)[CH2:3]1.C(N(C(C)C)CC)(C)C.[CH3:25][O:26][CH2:27]Cl, predict the reaction product. The product is: [CH3:25][O:26][CH2:27][O:1][CH:2]1[CH2:6][CH2:5][CH:4]([C:7](=[O:15])[CH2:8][C:9]2[CH:10]=[CH:11][CH:12]=[CH:13][CH:14]=2)[CH2:3]1. (6) Given the reactants [CH2:1]([N:3]1[C:7]2[N:8]=[C:9]([C:18]3[CH:23]=[CH:22][C:21]([NH:24][C:25]([NH:27][C:28]4[CH:36]=[CH:35][C:31]([C:32](O)=[O:33])=[CH:30][CH:29]=4)=[O:26])=[CH:20][CH:19]=3)[N:10]=[C:11]([N:12]3[CH2:17][CH2:16][O:15][CH2:14][CH2:13]3)[C:6]=2[N:5]=[N:4]1)[CH3:2].[CH3:37][N:38]1[CH2:43][CH2:42][N:41]([CH:44](N)[CH3:45])[CH2:40][CH2:39]1.CC[N:49](CC)CC.C1C=CC2N(O)N=NC=2C=1.CCN=C=NCCCN(C)C, predict the reaction product. The product is: [CH2:1]([N:3]1[C:7]2[N:8]=[C:9]([C:18]3[CH:23]=[CH:22][C:21]([NH:24][C:25]([NH:27][C:28]4[CH:29]=[CH:30][C:31]([C:32]([NH:49][CH2:45][CH2:44][N:41]5[CH2:42][CH2:43][N:38]([CH3:37])[CH2:39][CH2:40]5)=[O:33])=[CH:35][CH:36]=4)=[O:26])=[CH:20][CH:19]=3)[N:10]=[C:11]([N:12]3[CH2:13][CH2:14][O:15][CH2:16][CH2:17]3)[C:6]=2[N:5]=[N:4]1)[CH3:2].